This data is from Full USPTO retrosynthesis dataset with 1.9M reactions from patents (1976-2016). The task is: Predict the reactants needed to synthesize the given product. (1) Given the product [CH3:27][S:28]([C:31]1[CH:38]=[CH:37][C:34]([CH:35]=[CH:2][O:3][CH3:4])=[CH:33][CH:32]=1)(=[O:30])=[O:29], predict the reactants needed to synthesize it. The reactants are: [Cl-].[CH3:2][O:3][CH2:4][P+](C1C=CC=CC=1)(C1C=CC=CC=1)C1C=CC=CC=1.C[O-].[Na+].[CH3:27][S:28]([C:31]1[CH:38]=[CH:37][C:34]([CH:35]=O)=[CH:33][CH:32]=1)(=[O:30])=[O:29]. (2) Given the product [Br:1][C:2]1[CH:3]=[C:4]([CH:8]([CH:11]2[CH2:15][CH2:14][CH2:13][CH2:12]2)[C:9]#[N:10])[CH:5]=[CH:6][CH:7]=1, predict the reactants needed to synthesize it. The reactants are: [Br:1][C:2]1[CH:3]=[C:4]([CH2:8][C:9]#[N:10])[CH:5]=[CH:6][CH:7]=1.[CH:11]1(Br)[CH2:15][CH2:14][CH2:13][CH2:12]1. (3) Given the product [CH3:22][N:23]1[CH2:24][CH2:25][N:26]([C:29]2[CH:34]=[C:33]([C:2]3[CH:21]=[N:20][C:5]4[NH:6][CH2:7][CH2:8][N:9]([CH2:10][C:11]5[O:12][C:13]([C:16]([F:19])([F:18])[F:17])=[CH:14][CH:15]=5)[C:4]=4[CH:3]=3)[CH:32]=[CH:31][N:30]=2)[CH2:27][CH2:28]1, predict the reactants needed to synthesize it. The reactants are: I[C:2]1[CH:21]=[N:20][C:5]2[NH:6][CH2:7][CH2:8][N:9]([CH2:10][C:11]3[O:12][C:13]([C:16]([F:19])([F:18])[F:17])=[CH:14][CH:15]=3)[C:4]=2[CH:3]=1.[CH3:22][N:23]1[CH2:28][CH2:27][N:26]([C:29]2[CH:34]=[C:33](B3OC(C)(C)C(C)(C)O3)[CH:32]=[CH:31][N:30]=2)[CH2:25][CH2:24]1. (4) Given the product [CH3:34][O:33][C:27]1[CH:26]=[C:25]([CH:30]=[CH:29][C:28]=1[O:31][CH3:32])[CH2:24][C:21]1[NH:20][C:19](=[O:35])[C:18]2=[C:17]([CH3:36])[N:16]=[C:15]([C:4]([CH:1]([OH:3])[CH3:2])([CH3:14])[CH2:5][CH2:6][CH2:7][C:8]3[CH:9]=[CH:10][CH:11]=[CH:12][CH:13]=3)[N:23]2[N:22]=1, predict the reactants needed to synthesize it. The reactants are: [C:1]([C:4]([C:15]1[N:23]2[C:18]([C:19](=[O:35])[NH:20][C:21]([CH2:24][C:25]3[CH:30]=[CH:29][C:28]([O:31][CH3:32])=[C:27]([O:33][CH3:34])[CH:26]=3)=[N:22]2)=[C:17]([CH3:36])[N:16]=1)([CH3:14])[CH2:5][CH2:6][CH2:7][C:8]1[CH:13]=[CH:12][CH:11]=[CH:10][CH:9]=1)(=[O:3])[CH3:2].[BH4-].[Na+]. (5) The reactants are: C(OC([N:8]1[CH2:13][CH2:12][N:11]([C:14]2[C:33]([C:34](=[O:45])[NH:35][C:36]3[CH:44]=[CH:43][C:39]4[N:40]=[CH:41][S:42][C:38]=4[CH:37]=3)=[CH:32][C:17]3[N:18]=[C:19]([NH:21][C:22]4[CH:27]=[CH:26][CH:25]=[CH:24][C:23]=4[C:28]([F:31])([F:30])[F:29])[NH:20][C:16]=3[CH:15]=2)[CH2:10][CH2:9]1)=O)(C)(C)C.Cl. Given the product [S:42]1[C:38]2[CH:37]=[C:36]([NH:35][C:34]([C:33]3[C:14]([N:11]4[CH2:10][CH2:9][NH:8][CH2:13][CH2:12]4)=[CH:15][C:16]4[NH:20][C:19]([NH:21][C:22]5[CH:27]=[CH:26][CH:25]=[CH:24][C:23]=5[C:28]([F:29])([F:30])[F:31])=[N:18][C:17]=4[CH:32]=3)=[O:45])[CH:44]=[CH:43][C:39]=2[N:40]=[CH:41]1, predict the reactants needed to synthesize it. (6) The reactants are: [O:1]=[C:2]1[C:10]2[C:5](=[CH:6][C:7]([C:11]3[CH:12]=[N:13][C:14]([C:17]([F:20])([F:19])[F:18])=[N:15][CH:16]=3)=[CH:8][CH:9]=2)[CH2:4][N:3]1[C:21]([O:23][C:24]([CH3:27])([CH3:26])[CH3:25])=[O:22].[Li+].[OH-:29]. Given the product [C:24]([O:23][C:21]([NH:3][CH2:4][C:5]1[CH:6]=[C:7]([C:11]2[CH:12]=[N:13][C:14]([C:17]([F:20])([F:18])[F:19])=[N:15][CH:16]=2)[CH:8]=[CH:9][C:10]=1[C:2]([OH:1])=[O:29])=[O:22])([CH3:25])([CH3:26])[CH3:27], predict the reactants needed to synthesize it. (7) Given the product [C:1]([C:5]1[N:10]=[C:9]2[NH:11][N:12]=[CH:13][C:8]2=[C:7]([N:23]2[CH2:27][CH2:26][C:25]([F:28])([F:29])[CH2:24]2)[N:6]=1)([CH3:4])([CH3:2])[CH3:3], predict the reactants needed to synthesize it. The reactants are: [C:1]([C:5]1[N:10]=[C:9]2[N:11](CC3C=CC(OC)=CC=3)[N:12]=[CH:13][C:8]2=[C:7]([N:23]2[CH2:27][CH2:26][C:25]([F:29])([F:28])[CH2:24]2)[N:6]=1)([CH3:4])([CH3:3])[CH3:2].C(O)(C(F)(F)F)=O.CS(O)(=O)=O.[OH-].[Na+].